This data is from Full USPTO retrosynthesis dataset with 1.9M reactions from patents (1976-2016). The task is: Predict the reactants needed to synthesize the given product. (1) Given the product [C:14]1([NH:13][C:10]([C:8]2[CH:7]=[CH:6][C:5]3[NH:1][CH:2]=[N:3][C:4]=3[CH:9]=2)=[O:12])[CH:19]=[CH:18][CH:17]=[CH:16][CH:15]=1, predict the reactants needed to synthesize it. The reactants are: [N:1]1[C:5]2[CH:6]=[CH:7][C:8]([C:10]([OH:12])=O)=[CH:9][C:4]=2[NH:3][CH:2]=1.[NH2:13][C:14]1[CH:19]=[CH:18][CH:17]=[CH:16][CH:15]=1. (2) The reactants are: C(N(CC)CC)C.[CH:8]1([O:13][C:14]2[C:19]([O:20][CH3:21])=[CH:18][CH:17]=[CH:16][C:15]=2/[CH:22]=[CH:23]/[C:24]([OH:26])=O)[CH2:12][CH2:11][CH2:10][CH2:9]1.C1(P([N:41]=[N+:42]=[N-:43])(C2C=CC=CC=2)=O)C=CC=CC=1. Given the product [CH:8]1([O:13][C:14]2[C:19]([O:20][CH3:21])=[CH:18][CH:17]=[CH:16][C:15]=2/[CH:22]=[CH:23]/[C:24]([N:41]=[N+:42]=[N-:43])=[O:26])[CH2:12][CH2:11][CH2:10][CH2:9]1, predict the reactants needed to synthesize it. (3) Given the product [CH3:31][O:30][C:28]([C:27]1[CH:32]=[CH:33][C:24]([C@@H:22]([NH:21][C:16]([C:9]2([CH3:19])[N:8]([C:6]([O:5][C:1]([CH3:4])([CH3:3])[CH3:2])=[O:7])[CH2:15][CH2:14][C:11]3([CH2:12][CH2:13]3)[CH2:10]2)=[O:17])[CH3:23])=[CH:25][CH:26]=1)=[O:29], predict the reactants needed to synthesize it. The reactants are: [C:1]([O:5][C:6]([N:8]1[CH2:15][CH2:14][C:11]2([CH2:13][CH2:12]2)[CH2:10][C:9]1([CH3:19])[C:16](O)=[O:17])=[O:7])([CH3:4])([CH3:3])[CH3:2].Cl.[NH2:21][C@H:22]([C:24]1[CH:33]=[CH:32][C:27]([C:28]([O:30][CH3:31])=[O:29])=[CH:26][CH:25]=1)[CH3:23].CCN=C=NCCCN(C)C.Cl. (4) Given the product [CH3:1][O:2][CH:3]([O:18][CH3:17])[C:4](=[N:10][OH:11])[C:5]#[N:6], predict the reactants needed to synthesize it. The reactants are: [CH3:1][O:2][CH:3]=[CH:4][C:5]#[N:6].CO.Cl.[N:10](OCCCC)=[O:11].[C:17](=O)([O-])[OH:18].[Na+]. (5) The reactants are: [CH:1]1[C:6]([CH:7]=O)=[CH:5][CH:4]=[C:3]([CH:9]=O)[CH:2]=1.[N:11]1([CH2:16][CH2:17][NH2:18])[CH2:15][CH2:14][CH2:13][CH2:12]1.[BH4-].[Na+].O. Given the product [N:11]1([CH2:16][CH2:17][NH:18][CH2:9][C:3]2[CH:4]=[CH:5][C:6]([CH2:7][NH:18][CH2:17][CH2:16][N:11]3[CH2:15][CH2:14][CH2:13][CH2:12]3)=[CH:1][CH:2]=2)[CH2:15][CH2:14][CH2:13][CH2:12]1, predict the reactants needed to synthesize it. (6) Given the product [Cl:21][C:18]1[CH:19]=[CH:20][C:11]([NH:10][C:6]2[CH:5]=[C:4]3[C:9](=[CH:8][CH:7]=2)[N:1]([C:36]2[CH:41]=[CH:40][CH:39]=[CH:38][C:37]=2[N+:42]([O-:44])=[O:43])[CH:2]=[CH:3]3)=[C:12]([CH:17]=1)[C:13]([O:15][CH3:16])=[O:14], predict the reactants needed to synthesize it. The reactants are: [NH:1]1[C:9]2[C:4](=[CH:5][C:6]([NH:10][C:11]3[CH:20]=[CH:19][C:18]([Cl:21])=[CH:17][C:12]=3[C:13]([O:15][CH3:16])=[O:14])=[CH:7][CH:8]=2)[CH:3]=[CH:2]1.C(=O)([O-])[O-].[Cs+].[Cs+].O.C(OCC)(=O)C.F[C:36]1[CH:41]=[CH:40][CH:39]=[CH:38][C:37]=1[N+:42]([O-:44])=[O:43]. (7) Given the product [CH2:24]([O:26][C:27](=[O:30])[CH2:28][N:20]1[CH:19]=[C:18]([C:22]#[N:23])[C:17]([C:10]2[CH:11]=[C:12]([N+:14]([O-:16])=[O:15])[CH:13]=[C:8]([Cl:7])[CH:9]=2)=[CH:21]1)[CH3:25], predict the reactants needed to synthesize it. The reactants are: CC([O-])(C)C.[K+].[Cl:7][C:8]1[CH:9]=[C:10]([C:17]2[C:18]([C:22]#[N:23])=[CH:19][NH:20][CH:21]=2)[CH:11]=[C:12]([N+:14]([O-:16])=[O:15])[CH:13]=1.[CH2:24]([O:26][C:27](=[O:30])[CH2:28]Br)[CH3:25]. (8) Given the product [CH3:19][C:16]1([CH3:20])[O:15][C@H:14]([CH2:13][N:9]2[C:10](=[O:12])[C:11]3[C:2]([NH:27][C:26]4[CH:28]=[CH:29][C:30]([I:32])=[CH:31][C:25]=4[F:24])=[C:3]([F:23])[C:4](=[O:22])[N:5]([CH3:21])[C:6]=3[N:7]=[CH:8]2)[CH2:18][O:17]1, predict the reactants needed to synthesize it. The reactants are: Cl[C:2]1[C:11]2[C:10](=[O:12])[N:9]([CH2:13][C@@H:14]3[CH2:18][O:17][C:16]([CH3:20])([CH3:19])[O:15]3)[CH:8]=[N:7][C:6]=2[N:5]([CH3:21])[C:4](=[O:22])[C:3]=1[F:23].[F:24][C:25]1[CH:31]=[C:30]([I:32])[CH:29]=[CH:28][C:26]=1[NH2:27].C[Si](C)(C)[N-][Si](C)(C)C.[Li+].CC(N(C)C)=O.